Dataset: Forward reaction prediction with 1.9M reactions from USPTO patents (1976-2016). Task: Predict the product of the given reaction. (1) Given the reactants [CH2:1]([N:5]([S:19]([C:22]1[CH:27]=[CH:26][C:25]([CH3:28])=[CH:24][CH:23]=1)(=[O:21])=[O:20])[C@H:6]([C:16]([OH:18])=[O:17])[CH2:7][CH2:8][CH2:9][CH2:10][NH:11][C:12](=[O:15])[CH2:13]I)[CH:2]([CH3:4])[CH3:3].CCN(C(C)C)C(C)C.[NH2:38][C:39]1[CH:40]=[N:41][CH:42]=[CH:43][CH:44]=1, predict the reaction product. The product is: [CH3:28][C:25]1[CH:26]=[CH:27][C:22]([S:19]([N:5]([C@H:6]([C:16]([OH:18])=[O:17])[CH2:7][CH2:8][CH2:9][CH2:10][NH:11][C:12]([CH2:13][NH:38][C:39]2[CH:44]=[CH:43][CH:42]=[N:41][CH:40]=2)=[O:15])[CH2:1][CH:2]([CH3:4])[CH3:3])(=[O:21])=[O:20])=[CH:23][CH:24]=1. (2) Given the reactants [N:1]([CH:4]([C:6]1[N:7]=[C:8]2[S:16][CH:15]=[C:14]([CH3:17])[N:9]2[C:10](=[O:13])[C:11]=1Br)[CH3:5])=[N+:2]=[N-:3].[Cl:18][C:19]1[CH:20]=[C:21](B(O)O)[CH:22]=[CH:23][CH:24]=1.C(=O)([O-])[O-].[Na+].[Na+].O, predict the reaction product. The product is: [N:1]([CH:4]([C:6]1[N:7]=[C:8]2[S:16][CH:15]=[C:14]([CH3:17])[N:9]2[C:10](=[O:13])[C:11]=1[C:23]1[CH:22]=[CH:21][CH:20]=[C:19]([Cl:18])[CH:24]=1)[CH3:5])=[N+:2]=[N-:3].